From a dataset of Full USPTO retrosynthesis dataset with 1.9M reactions from patents (1976-2016). Predict the reactants needed to synthesize the given product. (1) The reactants are: [NH2:1][C:2]1[N:7]=[C:6]([C:8]2[CH:13]=[CH:12][C:11]([CH2:14][C@H:15]([NH:19][C:20]([O:22][C:23]([CH3:26])([CH3:25])[CH3:24])=[O:21])[C:16]([OH:18])=[O:17])=[CH:10][CH:9]=2)[CH:5]=[C:4]([O:27][C@@H:28]([C:33]2[CH:38]=[CH:37][C:36](Br)=[CH:35][CH:34]=2)[C:29]([F:32])([F:31])[F:30])[N:3]=1.[CH3:40][O:41][C:42]1[CH:43]=[N:44][CH:45]=[C:46](B2OC(C)(C)C(C)(C)O2)[CH:47]=1.C(#N)C.C(=O)([O-])[O-].[Na+].[Na+]. Given the product [NH2:1][C:2]1[N:7]=[C:6]([C:8]2[CH:13]=[CH:12][C:11]([CH2:14][C@H:15]([NH:19][C:20]([O:22][C:23]([CH3:26])([CH3:25])[CH3:24])=[O:21])[C:16]([OH:18])=[O:17])=[CH:10][CH:9]=2)[CH:5]=[C:4]([O:27][C@@H:28]([C:33]2[CH:38]=[CH:37][C:36]([C:46]3[CH:45]=[N:44][CH:43]=[C:42]([O:41][CH3:40])[CH:47]=3)=[CH:35][CH:34]=2)[C:29]([F:32])([F:31])[F:30])[N:3]=1, predict the reactants needed to synthesize it. (2) The reactants are: C[O:2][C:3]1[CH:4]=[C:5]2[C:15](=[O:16])[C:14]3[C:9](=[CH:10][CH:11]=[CH:12][CH:13]=3)[C:6]2=[N:7][CH:8]=1.[Cl-].[NH+]1C=CC=CC=1. Given the product [OH:2][C:3]1[CH:4]=[C:5]2[C:15](=[O:16])[C:14]3[C:9](=[CH:10][CH:11]=[CH:12][CH:13]=3)[C:6]2=[N:7][CH:8]=1, predict the reactants needed to synthesize it. (3) Given the product [NH2:29][C:26]1[CH:25]=[CH:24][C:23]([C:18]2[C:17]3[C:21](=[CH:22][C:14]([NH:13][C:11]([C:7]4[CH:6]=[C:5]5[C:10](=[CH:9][CH:8]=4)[N:2]([CH3:1])[CH:3]=[CH:4]5)=[O:12])=[CH:15][CH:16]=3)[NH:20][CH:19]=2)=[CH:28][CH:27]=1, predict the reactants needed to synthesize it. The reactants are: [CH3:1][N:2]1[C:10]2[C:5](=[CH:6][C:7]([C:11]([NH:13][C:14]3[CH:22]=[C:21]4[C:17]([C:18]([C:23]5[CH:28]=[CH:27][C:26]([N+:29]([O-])=O)=[CH:25][CH:24]=5)=[CH:19][NH:20]4)=[CH:16][CH:15]=3)=[O:12])=[CH:8][CH:9]=2)[CH:4]=[CH:3]1.[H][H]. (4) Given the product [Cl:2][C:3]1[C:4]2[N:5]([C:20]([C:22]3[CH:27]=[CH:26][CH:25]=[CH:24][N:23]=3)=[N:17][N:16]=2)[CH:6]=[C:7]([C:8]([O:10][C:11]([CH3:13])([CH3:14])[CH3:12])=[O:9])[CH:15]=1, predict the reactants needed to synthesize it. The reactants are: Cl.[Cl:2][C:3]1[C:4]([NH:16][NH2:17])=[N:5][CH:6]=[C:7]([CH:15]=1)[C:8]([O:10][C:11]([CH3:14])([CH3:13])[CH3:12])=[O:9].CO[C:20]([C:22]1[CH:27]=[CH:26][CH:25]=[CH:24][N:23]=1)=N. (5) Given the product [CH:1]1([C:4]2[NH:8][N:7]=[C:6]([NH:9][C:10]3[C:11]([F:20])=[C:12]([NH:30][C@H:28]([C:25]4[CH:26]=[CH:27][C:22]([F:21])=[CH:23][CH:24]=4)[CH3:29])[CH:13]=[CH:14][C:15]=3[N+:16]([O-:18])=[O:17])[CH:5]=2)[CH2:3][CH2:2]1, predict the reactants needed to synthesize it. The reactants are: [CH:1]1([C:4]2[NH:8][N:7]=[C:6]([NH:9][C:10]3[C:15]([N+:16]([O-:18])=[O:17])=[CH:14][CH:13]=[C:12](F)[C:11]=3[F:20])[CH:5]=2)[CH2:3][CH2:2]1.[F:21][C:22]1[CH:27]=[CH:26][C:25]([C@@H:28]([NH2:30])[CH3:29])=[CH:24][CH:23]=1.CCN(C(C)C)C(C)C. (6) Given the product [NH2:1][C:2]1[C:3]([C:16]([NH:18][CH3:19])=[O:17])=[N:4][C:5]([C:8]2[CH:13]=[CH:12][CH:11]=[C:10]([C:14]([NH:20][OH:21])=[NH:15])[CH:9]=2)=[CH:6][N:7]=1, predict the reactants needed to synthesize it. The reactants are: [NH2:1][C:2]1[C:3]([C:16]([NH:18][CH3:19])=[O:17])=[N:4][C:5]([C:8]2[CH:13]=[CH:12][CH:11]=[C:10]([C:14]#[N:15])[CH:9]=2)=[CH:6][N:7]=1.[NH2:20][OH:21]. (7) Given the product [Cl:18][C:19]1[C:29]([Cl:30])=[CH:28][CH:27]=[CH:26][C:20]=1/[CH:21]=[CH:22]/[C:23]([N:15]=[N+:16]=[N-:17])=[O:24], predict the reactants needed to synthesize it. The reactants are: C1(P([N:15]=[N+:16]=[N-:17])(C2C=CC=CC=2)=O)C=CC=CC=1.[Cl:18][C:19]1[C:29]([Cl:30])=[CH:28][CH:27]=[CH:26][C:20]=1[CH:21]=[CH:22][C:23](O)=[O:24].